From a dataset of Reaction yield outcomes from USPTO patents with 853,638 reactions. Predict the reaction yield, written as a fraction of the theoretical maximum amount of product (1.0 means a 100% yield; for example, 0.34 means a 34% yield). (1) The reactants are [C:1]([O:5][C:6]1[CH:11]=[CH:10][C:9]([CH2:12][C@H:13]([NH:37]C(=O)OCC2C3C=CC=CC=3C3C2=CC=CC=3)[C:14]([N:16]([CH2:26][C:27]2[C:31]3=[N:32][C:33]([Cl:36])=[CH:34][CH:35]=[C:30]3[S:29][CH:28]=2)[C@@H:17]([CH3:25])[CH:18]([O:22][CH2:23][CH3:24])[O:19][CH2:20][CH3:21])=[O:15])=[CH:8][CH:7]=1)([CH3:4])([CH3:3])[CH3:2].N1CCCCC1. No catalyst specified. The product is [NH2:37][C@@H:13]([CH2:12][C:9]1[CH:10]=[CH:11][C:6]([O:5][C:1]([CH3:4])([CH3:3])[CH3:2])=[CH:7][CH:8]=1)[C:14]([N:16]([CH2:26][C:27]1[C:31]2=[N:32][C:33]([Cl:36])=[CH:34][CH:35]=[C:30]2[S:29][CH:28]=1)[C@@H:17]([CH3:25])[CH:18]([O:22][CH2:23][CH3:24])[O:19][CH2:20][CH3:21])=[O:15]. The yield is 1.19. (2) The yield is 0.490. The reactants are [CH2:1]([C:3]1[CH:12]=[CH:11][C:6]([CH2:7][N:8]([CH3:10])[CH3:9])=[CH:5][C:4]=1[N+:13]([O-])=O)[CH3:2].O.NN.[ClH:19].C(OCC)(=O)C. The product is [ClH:19].[ClH:19].[NH2:13][C:4]1[CH:5]=[C:6]([CH:11]=[CH:12][C:3]=1[CH2:1][CH3:2])[CH2:7][N:8]([CH3:10])[CH3:9]. The catalyst is C(O)C.C(OCC)(=O)C.[C].[Pd]. (3) The reactants are [F:1][C:2]1[CH:7]=[CH:6][C:5]([NH:8][C:9]([C:11]2([C:14]([NH:16][C:17]3[CH:22]=[CH:21][C:20]([O:23]CC4C=CC=CC=4)=[CH:19][CH:18]=3)=[O:15])[CH2:13][CH2:12]2)=[O:10])=[CH:4][CH:3]=1.C1CC=CCC=1. The catalyst is CCO.[Pd]. The product is [OH:23][C:20]1[CH:21]=[CH:22][C:17]([NH:16][C:14]([C:11]2([C:9]([NH:8][C:5]3[CH:4]=[CH:3][C:2]([F:1])=[CH:7][CH:6]=3)=[O:10])[CH2:13][CH2:12]2)=[O:15])=[CH:18][CH:19]=1. The yield is 0.950.